Dataset: Reaction yield outcomes from USPTO patents with 853,638 reactions. Task: Predict the reaction yield, written as a fraction of the theoretical maximum amount of product (1.0 means a 100% yield; for example, 0.34 means a 34% yield). The reactants are C[O:2][C:3]([C:5]1[CH:6]=[C:7]([C:19]2[CH:24]=[CH:23][CH:22]=[CH:21][CH:20]=2)[C:8]([O:17][CH3:18])=[C:9]([C:11]2[CH:16]=[CH:15][CH:14]=[CH:13][CH:12]=2)[CH:10]=1)=[O:4].[OH-].[K+]. The catalyst is C1COCC1.CCOCC. The product is [CH3:18][O:17][C:8]1[C:9]([C:11]2[CH:12]=[CH:13][CH:14]=[CH:15][CH:16]=2)=[CH:10][C:5]([C:3]([OH:4])=[O:2])=[CH:6][C:7]=1[C:19]1[CH:24]=[CH:23][CH:22]=[CH:21][CH:20]=1. The yield is 0.950.